From a dataset of Peptide-MHC class I binding affinity with 185,985 pairs from IEDB/IMGT. Regression. Given a peptide amino acid sequence and an MHC pseudo amino acid sequence, predict their binding affinity value. This is MHC class I binding data. (1) The peptide sequence is LVESGGGL. The MHC is Mamu-A02 with pseudo-sequence Mamu-A02. The binding affinity (normalized) is 0.0918. (2) The peptide sequence is EKRWIAVPTW. The MHC is Mamu-B52 with pseudo-sequence Mamu-B52. The binding affinity (normalized) is 0.458. (3) The peptide sequence is GIYIEGLMH. The MHC is HLA-A11:01 with pseudo-sequence HLA-A11:01. The binding affinity (normalized) is 0.156. (4) The peptide sequence is AEILPDTTY. The MHC is HLA-B45:01 with pseudo-sequence HLA-B45:01. The binding affinity (normalized) is 0.342. (5) The peptide sequence is VTAASPMLY. The MHC is HLA-A33:01 with pseudo-sequence HLA-A33:01. The binding affinity (normalized) is 0.114.